Predict which catalyst facilitates the given reaction. From a dataset of Catalyst prediction with 721,799 reactions and 888 catalyst types from USPTO. (1) Reactant: CC1C=CC(S(O[CH2:12][CH2:13][C:14]2[CH:19]=[CH:18][C:17]([Br:20])=[CH:16][CH:15]=2)(=O)=O)=CC=1.[CH2:21]([N:23](CC)[CH2:24][CH3:25])[CH3:22].N1CCCC1. Product: [Br:20][C:17]1[CH:16]=[CH:15][C:14]([CH2:13][CH2:12][N:23]2[CH2:24][CH2:25][CH2:22][CH2:21]2)=[CH:19][CH:18]=1. The catalyst class is: 115. (2) Reactant: [C:1]1([C:7]([C:14]2[CH:19]=[CH:18][CH:17]=[CH:16][CH:15]=2)([OH:13])[C@@H:8]2[CH2:12][CH2:11][CH2:10]N2)C=CC=CC=1.C1(C2CCCCC=2)C=CC=CC=1.C([O-])(O)=O.[Na+].OOS([O-])=O.[K+]. Product: [C:14]1([C:7]23[O:13][CH:8]2[CH2:12][CH2:11][CH2:10][CH2:1]3)[CH:15]=[CH:16][CH:17]=[CH:18][CH:19]=1. The catalyst class is: 144. (3) Reactant: [N:1]1[CH:6]=[CH:5][C:4](/[CH:7]=[CH:8]/[C:9]([O:11][CH2:12][CH3:13])=[O:10])=[CH:3][CH:2]=1.C(O)(C(F)(F)F)=O.[CH3:21][O:22][CH2:23][CH2:24][N:25]([CH2:31]OC)[CH2:26][Si](C)(C)C. Product: [CH3:21][O:22][CH2:23][CH2:24][N:25]1[CH2:31][C@@H:7]([C:4]2[CH:5]=[CH:6][N:1]=[CH:2][CH:3]=2)[C@H:8]([C:9]([O:11][CH2:12][CH3:13])=[O:10])[CH2:26]1. The catalyst class is: 2.